This data is from Catalyst prediction with 721,799 reactions and 888 catalyst types from USPTO. The task is: Predict which catalyst facilitates the given reaction. Reactant: C([O:3][C:4](=[O:36])[C:5]([CH3:35])([CH3:34])[CH2:6][NH:7][C:8]([C:10]1[N:11]=[C:12]([C:32]#[N:33])[C:13]2[C:18]([C:19]=1[OH:20])=[CH:17][CH:16]=[C:15]([O:21][C:22]1[CH:31]=[CH:30][C:29]3[C:24](=[CH:25][CH:26]=[CH:27][CH:28]=3)[CH:23]=1)[CH:14]=2)=[O:9])C.O.CCOC(C)=O.Cl. Product: [C:32]([C:12]1[C:13]2[C:18](=[CH:17][CH:16]=[C:15]([O:21][C:22]3[CH:31]=[CH:30][C:29]4[C:24](=[CH:25][CH:26]=[CH:27][CH:28]=4)[CH:23]=3)[CH:14]=2)[C:19]([OH:20])=[C:10]([C:8]([NH:7][CH2:6][C:5]([CH3:35])([CH3:34])[C:4]([OH:36])=[O:3])=[O:9])[N:11]=1)#[N:33]. The catalyst class is: 273.